Dataset: Catalyst prediction with 721,799 reactions and 888 catalyst types from USPTO. Task: Predict which catalyst facilitates the given reaction. (1) Reactant: [Cl:1][C:2]1[CH:3]=[C:4]([CH:9]2[CH:13]([CH:14]([O:16][C:17]3[CH:22]=[CH:21][C:20]([C:23]([F:26])([F:25])[F:24])=[CH:19][CH:18]=3)[CH3:15])[CH2:12][N:11]([C:27](Cl)=[O:28])[CH2:10]2)[CH:5]=[CH:6][C:7]=1[Cl:8].CCN(CC)CC.[CH3:37][N:38]([CH3:47])[CH2:39][CH2:40][N:41]1[CH2:46][CH2:45][NH:44][CH2:43][CH2:42]1. Product: [Cl:1][C:2]1[CH:3]=[C:4]([CH:9]2[CH:13]([CH:14]([O:16][C:17]3[CH:22]=[CH:21][C:20]([C:23]([F:26])([F:24])[F:25])=[CH:19][CH:18]=3)[CH3:15])[CH2:12][N:11]([C:27]([N:44]3[CH2:45][CH2:46][N:41]([CH2:40][CH2:39][N:38]([CH3:47])[CH3:37])[CH2:42][CH2:43]3)=[O:28])[CH2:10]2)[CH:5]=[CH:6][C:7]=1[Cl:8]. The catalyst class is: 2. (2) Reactant: [Br:1][C:2]1[CH:7]=[CH:6][C:5]([CH2:8][C:9]([OH:11])=[O:10])=[CH:4][CH:3]=1.[C:12]1(C)C=CC(S(O)(=O)=O)=C[CH:13]=1. Product: [Br:1][C:2]1[CH:3]=[CH:4][C:5]([CH2:8][C:9]([O:11][CH2:12][CH3:13])=[O:10])=[CH:6][CH:7]=1. The catalyst class is: 8. (3) Product: [CH:1]1([CH2:4][O:5][C:6]2[CH:7]=[C:8]([C:9]([N:21]3[CH:20]=[CH:19][N:23]=[CH:22]3)=[O:11])[CH:12]=[CH:13][C:14]=2[O:15][CH:16]([F:18])[F:17])[CH2:2][CH2:3]1. Reactant: [CH:1]1([CH2:4][O:5][C:6]2[CH:7]=[C:8]([CH:12]=[CH:13][C:14]=2[O:15][CH:16]([F:18])[F:17])[C:9]([OH:11])=O)[CH2:3][CH2:2]1.[CH:19]1[N:23]=[CH:22][N:21](C([N:21]2[CH:22]=[N:23][CH:19]=[CH:20]2)=O)[CH:20]=1. The catalyst class is: 7. (4) Reactant: [F:1][C:2]1[CH:7]=[CH:6][C:5]([N:8]2[C:12]3[CH:13]=[N:14][CH:15]=[C:16]([C:17]([OH:19])=O)[C:11]=3[CH:10]=[N:9]2)=[CH:4][CH:3]=1.[Br:20][C:21]1[CH:22]=[C:23]([C:27]2([NH2:30])[CH2:29][CH2:28]2)[CH:24]=[CH:25][CH:26]=1.C(N(CC)C(C)C)(C)C.CN(C(ON1N=NC2C=CC=CC1=2)=[N+](C)C)C.[B-](F)(F)(F)F. Product: [Br:20][C:21]1[CH:22]=[C:23]([C:27]2([NH:30][C:17]([C:16]3[C:11]4[CH:10]=[N:9][N:8]([C:5]5[CH:4]=[CH:3][C:2]([F:1])=[CH:7][CH:6]=5)[C:12]=4[CH:13]=[N:14][CH:15]=3)=[O:19])[CH2:28][CH2:29]2)[CH:24]=[CH:25][CH:26]=1. The catalyst class is: 3. (5) Product: [F:1][C:2]([F:12])([F:13])[C@H:3]1[CH2:4][CH2:5][C@H:6]([CH2:9][OH:10])[CH2:7][CH2:8]1. Reactant: [F:1][C:2]([F:13])([F:12])[C@H:3]1[CH2:8][CH2:7][C@H:6]([C:9](O)=[O:10])[CH2:5][CH2:4]1. The catalyst class is: 1. (6) Reactant: Cl[C:2]1[N:7]=[CH:6][CH:5]=[CH:4][N:3]=1.[CH3:8][C@H:9]1[CH2:14][NH:13][CH2:12][C@@H:11]([CH3:15])[NH:10]1. Product: [CH3:8][C@H:9]1[CH2:14][NH:13][CH2:12][C@@H:11]([CH3:15])[N:10]1[C:2]1[N:7]=[CH:6][CH:5]=[CH:4][N:3]=1. The catalyst class is: 11. (7) Reactant: [CH2:1]1[C:6]2[NH:7][C:8]3[C:13]([C:5]=2[CH2:4][CH2:3][NH:2]1)=[CH:12][CH:11]=[CH:10][CH:9]=3.[C:14](O[C:14]([O:16][C:17]([CH3:20])([CH3:19])[CH3:18])=[O:15])([O:16][C:17]([CH3:20])([CH3:19])[CH3:18])=[O:15].C([O-])([O-])=O.[K+].[K+].CCOC(C)=O. Product: [C:17]([O:16][C:14]([N:2]1[CH2:3][CH2:4][C:5]2[C:13]3[C:8](=[CH:9][CH:10]=[CH:11][CH:12]=3)[NH:7][C:6]=2[CH2:1]1)=[O:15])([CH3:20])([CH3:19])[CH3:18]. The catalyst class is: 378. (8) Reactant: [F:1][C:2]([F:29])([F:28])[C:3]1[N:8]=[CH:7][C:6]([CH:9]2[CH2:14][CH:13]([S:15]([C:18]3[CH:23]=[CH:22][CH:21]=[C:20]([C:24]([F:27])([F:26])[F:25])[CH:19]=3)(=[O:17])=[O:16])[CH2:12][CH2:11][O:10]2)=[CH:5][N:4]=1.[CH3:30]C([O-])(C)C.[K+]. Product: [CH3:30][C:13]1([S:15]([C:18]2[CH:23]=[CH:22][CH:21]=[C:20]([C:24]([F:25])([F:26])[F:27])[CH:19]=2)(=[O:17])=[O:16])[CH2:12][CH2:11][O:10][CH:9]([C:6]2[CH:5]=[N:4][C:3]([C:2]([F:1])([F:28])[F:29])=[N:8][CH:7]=2)[CH2:14]1. The catalyst class is: 598. (9) Reactant: [CH3:1][O:2][CH2:3]Cl.[Br:5][C:6]1[C:11]([NH:12][S:13]([C:16]2[CH:21]=[CH:20][C:19]([Cl:22])=[C:18]([CH3:23])[CH:17]=2)(=[O:15])=[O:14])=[CH:10][C:9]([Cl:24])=[CH:8][N:7]=1.C(=O)([O-])[O-].[K+].[K+]. Product: [Br:5][C:6]1[C:11]([N:12]([CH2:3][O:2][CH3:1])[S:13]([C:16]2[CH:21]=[CH:20][C:19]([Cl:22])=[C:18]([CH3:23])[CH:17]=2)(=[O:15])=[O:14])=[CH:10][C:9]([Cl:24])=[CH:8][N:7]=1. The catalyst class is: 1.